Dataset: Catalyst prediction with 721,799 reactions and 888 catalyst types from USPTO. Task: Predict which catalyst facilitates the given reaction. (1) Reactant: [N:1]1[CH:6]=[CH:5][CH:4]=[CH:3][C:2]=1[C:7]1[N:11]2[N:12]=[CH:13][CH:14]=[CH:15][C:10]2=[N:9][C:8]=1[CH:16]([NH2:18])[CH3:17].[NH2:19][C:20]1[C:25]([C:26]#[N:27])=[C:24](Cl)[N:23]=[CH:22][N:21]=1.CCN(C(C)C)C(C)C. Product: [NH2:19][C:20]1[C:25]([C:26]#[N:27])=[C:24]([NH:18][CH:16]([C:8]2[N:9]=[C:10]3[CH:15]=[CH:14][CH:13]=[N:12][N:11]3[C:7]=2[C:2]2[CH:3]=[CH:4][CH:5]=[CH:6][N:1]=2)[CH3:17])[N:23]=[CH:22][N:21]=1. The catalyst class is: 51. (2) Reactant: [Mg].Br[C:3]1[CH:8]=[CH:7][C:6]([C:9]([F:12])([F:11])[F:10])=[CH:5][CH:4]=1.[Cl:13][C:14]1[CH:22]=[C:21]([Cl:23])[CH:20]=[C:19]2[C:15]=1[C:16](=[O:25])[C:17](=[O:24])[NH:18]2.O. Product: [OH:25][C:16]1([C:3]2[CH:8]=[CH:7][C:6]([C:9]([F:12])([F:11])[F:10])=[CH:5][CH:4]=2)[C:15]2[C:19](=[CH:20][C:21]([Cl:23])=[CH:22][C:14]=2[Cl:13])[NH:18][C:17]1=[O:24]. The catalyst class is: 385.